From a dataset of Catalyst prediction with 721,799 reactions and 888 catalyst types from USPTO. Predict which catalyst facilitates the given reaction. (1) Reactant: I[C:2]1[CH:7]=[CH:6][C:5]([N:8]2[CH2:13][CH2:12][CH:11]([CH:14]3[CH2:19][CH2:18][N:17]([C:20]([O:22][C:23]([CH3:26])([CH3:25])[CH3:24])=[O:21])[CH2:16][CH2:15]3)[CH2:10][CH2:9]2)=[CH:4][CH:3]=1.[NH:27]1[CH:31]=[N:30][CH:29]=[N:28]1.CNCCNC. Product: [N:27]1([C:2]2[CH:7]=[CH:6][C:5]([N:8]3[CH2:13][CH2:12][CH:11]([CH:14]4[CH2:19][CH2:18][N:17]([C:20]([O:22][C:23]([CH3:26])([CH3:25])[CH3:24])=[O:21])[CH2:16][CH2:15]4)[CH2:10][CH2:9]3)=[CH:4][CH:3]=2)[CH:31]=[N:30][CH:29]=[N:28]1. The catalyst class is: 471. (2) Reactant: [C:1](#[N:5])[CH2:2][C:3]#[N:4].C(N(CC)CC)C.[OH:13][CH2:14][C:15]([C:17]1[CH:22]=[CH:21][C:20]([F:23])=[CH:19][CH:18]=1)=O. Product: [NH2:4][C:3]1[O:13][CH:14]=[C:15]([C:17]2[CH:22]=[CH:21][C:20]([F:23])=[CH:19][CH:18]=2)[C:2]=1[C:1]#[N:5]. The catalyst class is: 5. (3) Reactant: [CH3:1][C:2]1[C:7]([OH:8])=[CH:6][CH:5]=[CH:4][N:3]=1.[H-].[Na+].[Br:11][C:12]1[CH:13]=[C:14]([N+]([O-])=O)[C:15]([C:18]#[N:19])=[N:16][CH:17]=1.O. Product: [Br:11][C:12]1[CH:13]=[C:14]([O:8][C:7]2[C:2]([CH3:1])=[N:3][CH:4]=[CH:5][CH:6]=2)[C:15]([C:18]#[N:19])=[N:16][CH:17]=1. The catalyst class is: 3. (4) Reactant: C(OC(=O)[NH:7][CH:8]1[CH2:14][CH:13]2[N:15]([CH2:16][CH:17]([OH:30])[C:18]3[CH:27]=[CH:26][CH:25]=[C:24]4[C:19]=3[N:20]=[C:21]([O:28][CH3:29])[CH:22]=[N:23]4)[CH:10]([CH2:11][CH2:12]2)[CH2:9]1)(C)(C)C.C(O)(C(F)(F)F)=O. Product: [NH2:7][CH:8]1[CH2:9][CH:10]2[N:15]([CH2:16][CH:17]([C:18]3[CH:27]=[CH:26][CH:25]=[C:24]4[C:19]=3[N:20]=[C:21]([O:28][CH3:29])[CH:22]=[N:23]4)[OH:30])[CH:13]([CH2:12][CH2:11]2)[CH2:14]1. The catalyst class is: 4. (5) Reactant: [Br:1][C:2]1[CH:3]=[CH:4][C:5]([CH2:8][C:9]([OH:11])=O)=[N:6][CH:7]=1.C1C=CC2N(O)N=[N:18][C:16]=2C=1.CCN=C=NCCCN(C)C.Cl.CN. Product: [Br:1][C:2]1[CH:3]=[CH:4][C:5]([CH2:8][C:9]([NH:18][CH3:16])=[O:11])=[N:6][CH:7]=1. The catalyst class is: 20. (6) Reactant: Cl.C([O:6][C:7]([C:9]1[N:10]=[N:11][C:12]([C:15]2[CH:20]=[CH:19][C:18]([C:21]([CH3:39])([C:25]3[CH:30]=[CH:29][C:28]([O:31][CH2:32][C:33]4[N:38]=[CH:37][CH:36]=[CH:35][N:34]=4)=[CH:27][N:26]=3)[CH:22]([CH3:24])[CH3:23])=[CH:17][CH:16]=2)=[CH:13][CH:14]=1)=[CH2:8])CCC.C(=O)(O)[O-].[Na+].[Cl-].[Na+]. Product: [CH3:39][C:21]([C:18]1[CH:19]=[CH:20][C:15]([C:12]2[N:11]=[N:10][C:9]([C:7](=[O:6])[CH3:8])=[CH:14][CH:13]=2)=[CH:16][CH:17]=1)([C:25]1[CH:30]=[CH:29][C:28]([O:31][CH2:32][C:33]2[N:38]=[CH:37][CH:36]=[CH:35][N:34]=2)=[CH:27][N:26]=1)[CH:22]([CH3:24])[CH3:23]. The catalyst class is: 88. (7) Reactant: [NH:1]1[C:9]2[C:4](=[CH:5][CH:6]=[CH:7][CH:8]=2)[C:3]([CH2:10][C:11]#[N:12])=[CH:2]1.[S:13]1C=CC=C1CC(O)=O.C(O)(=O)C. Product: [NH:1]1[C:9]2[C:4](=[CH:5][CH:6]=[CH:7][CH:8]=2)[C:3]([CH2:10][C:11]([NH2:12])=[S:13])=[CH:2]1. The catalyst class is: 25.